Predict the product of the given reaction. From a dataset of Forward reaction prediction with 1.9M reactions from USPTO patents (1976-2016). Given the reactants Br[C:2]1[CH:11]=[C:10]2[C:5]([CH:6]=[CH:7][C:8]([O:12][CH:13]([CH2:23][CH3:24])[C:14]([NH:16][C:17]([CH3:22])([CH3:21])[CH2:18][O:19][CH3:20])=[O:15])=[CH:9]2)=[CH:4][CH:3]=1.[CH3:25][Zn]C.C1(C)C=CC=CC=1.CO, predict the reaction product. The product is: [CH3:20][O:19][CH2:18][C:17]([NH:16][C:14](=[O:15])[CH:13]([O:12][C:8]1[CH:7]=[CH:6][C:5]2[C:10](=[CH:11][C:2]([CH3:25])=[CH:3][CH:4]=2)[CH:9]=1)[CH2:23][CH3:24])([CH3:22])[CH3:21].